Dataset: Catalyst prediction with 721,799 reactions and 888 catalyst types from USPTO. Task: Predict which catalyst facilitates the given reaction. (1) The catalyst class is: 69. Reactant: [Cl-].O[NH3+:3].[C:4](=[O:7])([O-])[OH:5].[Na+].CS(C)=O.[Si]([O:20][CH:21]([C:51]1[CH:56]=[CH:55][C:54]([F:57])=[CH:53][CH:52]=1)[CH2:22][N:23]1[C:28](=[O:29])[C:27]([CH2:30][C:31]2[CH:36]=[CH:35][C:34]([C:37]3[C:38]([C:43]#[N:44])=[CH:39][CH:40]=[CH:41][CH:42]=3)=[CH:33][CH:32]=2)=[C:26]([CH2:45][CH2:46][CH3:47])[N:25]2[N:48]=[CH:49][N:50]=[C:24]12)(C(C)(C)C)(C)C. Product: [F:57][C:54]1[CH:55]=[CH:56][C:51]([CH:21]([OH:20])[CH2:22][N:23]2[C:28](=[O:29])[C:27]([CH2:30][C:31]3[CH:32]=[CH:33][C:34]([C:37]4[CH:42]=[CH:41][CH:40]=[CH:39][C:38]=4[C:43]4[NH:44][C:4](=[O:7])[O:5][N:3]=4)=[CH:35][CH:36]=3)=[C:26]([CH2:45][CH2:46][CH3:47])[N:25]3[N:48]=[CH:49][N:50]=[C:24]23)=[CH:52][CH:53]=1. (2) Reactant: C([O-])=O.[NH4+:4].[C:5]([C:8]1[CH:13]=[CH:12][CH:11]=[CH:10][CH:9]=1)(=O)[CH3:6].C(O)(=O)C. Product: [C:8]1([CH:5]([NH2:4])[CH3:6])[CH:13]=[CH:12][CH:11]=[CH:10][CH:9]=1. The catalyst class is: 5. (3) Reactant: [CH2:1]([C:5]1[CH:10]=[CH:9][C:8]([CH:11]([CH3:24])[C:12]([O:14][C:15]2[CH:20]=[CH:19][C:18]([C:21](=O)[NH2:22])=[CH:17][CH:16]=2)=[O:13])=[CH:7][CH:6]=1)[CH:2]([CH3:4])[CH3:3].COC1C=CC2C(=CC=C(C(C)C(OC3C=CC(C4[S:48]SC(=S)C=4)=CC=3)=O)C=2)C=1.COC1C=CC(P2(SP(C3C=CC(OC)=CC=3)(=S)S2)=S)=CC=1. Product: [CH2:1]([C:5]1[CH:10]=[CH:9][C:8]([CH:11]([CH3:24])[C:12]([O:14][C:15]2[CH:20]=[CH:19][C:18]([C:21](=[S:48])[NH2:22])=[CH:17][CH:16]=2)=[O:13])=[CH:7][CH:6]=1)[CH:2]([CH3:4])[CH3:3]. The catalyst class is: 48. (4) Reactant: [CH:1]1([NH:7][C:8]2[C:13]([CH:14]=[O:15])=[CH:12][N:11]=[C:10]3[NH:16][CH:17]=[CH:18][C:9]=23)[CH2:6][CH2:5][CH2:4][CH2:3][CH2:2]1.[H-].[Na+].Cl[CH2:22][O:23][CH2:24][CH2:25][Si:26]([CH3:29])([CH3:28])[CH3:27].O. The catalyst class is: 9. Product: [CH:1]1([NH:7][C:8]2[C:13]([CH:14]=[O:15])=[CH:12][N:11]=[C:10]3[N:16]([CH2:22][O:23][CH2:24][CH2:25][Si:26]([CH3:29])([CH3:28])[CH3:27])[CH:17]=[CH:18][C:9]=23)[CH2:2][CH2:3][CH2:4][CH2:5][CH2:6]1. (5) Reactant: [F:1][C:2]1[CH:3]=[C:4]([CH:6]=[C:7]([F:10])[C:8]=1[F:9])[NH2:5].Cl[C:12]1([C:35]([O:37][CH2:38][CH3:39])=[O:36])[CH2:17][CH2:16][CH2:15][N:14]2[C:18]([C:21]3[CH:26]=[CH:25][C:24]([C:27]4[O:31][C:30]([CH3:32])=[N:29][CH:28]=4)=[C:23]([O:33][CH3:34])[CH:22]=3)=[N:19][N:20]=[C:13]12. Product: [CH3:34][O:33][C:23]1[CH:22]=[C:21]([C:18]2[N:14]3[CH2:15][CH2:16][CH2:17][C:12]([NH:5][C:4]4[CH:3]=[C:2]([F:1])[C:8]([F:9])=[C:7]([F:10])[CH:6]=4)([C:35]([O:37][CH2:38][CH3:39])=[O:36])[C:13]3=[N:20][N:19]=2)[CH:26]=[CH:25][C:24]=1[C:27]1[O:31][C:30]([CH3:32])=[N:29][CH:28]=1. The catalyst class is: 662. (6) Reactant: [C:1](O)(=[O:5])[C:2]([CH3:4])=[CH2:3].C(OC(Cl)=O)C.C(N(CC)CC)C.[NH2:20][C:21]1[CH:29]=[C:25]([C:26]([OH:28])=[O:27])[C:24]([OH:30])=[CH:23][CH:22]=1.Cl. Product: [C:26]([C:25]1[CH:29]=[C:21]([NH:20][C:1](=[O:5])[C:2]([CH3:4])=[CH2:3])[CH:22]=[CH:23][C:24]=1[OH:30])([OH:28])=[O:27]. The catalyst class is: 10. (7) Reactant: Cl.CC1(C)[O:7][C@@H:6]2[CH2:8][CH2:9][CH2:10][C@@H:11]([NH:12][CH:13]3[CH2:18][CH2:17][N:16]([C:19]4[CH:24]=[CH:23][CH:22]=[C:21]([C:25]5[CH:34]=[CH:33][C:32]6[C:31]([CH3:36])([CH3:35])[CH2:30][CH2:29][C:28]([CH3:38])([CH3:37])[C:27]=6[CH:26]=5)[N:20]=4)[CH2:15][CH2:14]3)[C@@H:5]2[O:4]1. Product: [CH3:35][C:31]1([CH3:36])[CH2:30][CH2:29][C:28]([CH3:37])([CH3:38])[C:27]2[CH:26]=[C:25]([C:21]3[N:20]=[C:19]([N:16]4[CH2:15][CH2:14][CH:13]([NH:12][C@@H:11]5[CH2:10][CH2:9][CH2:8][C@@H:6]([OH:7])[C@H:5]5[OH:4])[CH2:18][CH2:17]4)[CH:24]=[CH:23][CH:22]=3)[CH:34]=[CH:33][C:32]1=2. The catalyst class is: 5.